Dataset: Full USPTO retrosynthesis dataset with 1.9M reactions from patents (1976-2016). Task: Predict the reactants needed to synthesize the given product. (1) Given the product [CH3:1][O:2][C:3](=[O:15])[C:4]1[CH:9]=[CH:8][C:7]([CH2:10][CH2:11][NH2:12])=[CH:6][CH:5]=1, predict the reactants needed to synthesize it. The reactants are: [CH3:1][O:2][C:3](=[O:15])[C:4]1[CH:9]=[CH:8][C:7]([CH:10]=[CH:11][N+:12]([O-])=O)=[CH:6][CH:5]=1.[H][H]. (2) Given the product [Br:1][C:2]1[CH:15]=[CH:14][C:13]([F:16])=[CH:12][C:3]=1[C@H:4]([NH:5][S@:6]([C:8]([CH3:11])([CH3:10])[CH3:9])=[O:7])[CH2:20][CH:19]=[CH2:18], predict the reactants needed to synthesize it. The reactants are: [Br:1][C:2]1[CH:15]=[CH:14][C:13]([F:16])=[CH:12][C:3]=1/[CH:4]=[N:5]/[S@:6]([C:8]([CH3:11])([CH3:10])[CH3:9])=[O:7].[In].[CH2:18](Br)[CH:19]=[CH2:20].C([O-])(O)=O.[Na+]. (3) Given the product [F:13][C:5]1[CH:4]=[CH:3][C:2]([C:19]#[C:18][Si:15]([CH3:17])([CH3:16])[CH3:14])=[CH:7][C:6]=1[CH2:8][CH2:9][CH2:10][C:11]#[N:12], predict the reactants needed to synthesize it. The reactants are: Br[C:2]1[CH:3]=[CH:4][C:5]([F:13])=[C:6]([CH2:8][CH2:9][CH2:10][C:11]#[N:12])[CH:7]=1.[CH3:14][Si:15]([C:18]#[CH:19])([CH3:17])[CH3:16].Cl.